This data is from Forward reaction prediction with 1.9M reactions from USPTO patents (1976-2016). The task is: Predict the product of the given reaction. Given the reactants [N:1]1[CH:6]=[CH:5][CH:4]=[CH:3][C:2]=1[NH:7][CH2:8][C:9]([C:11]1[CH:12]=[CH:13][C:14]2[S:19][C:18]3[N:20]=[CH:21][CH:22]=[N:23][C:17]=3[N:16](COC)[C:15]=2[CH:27]=1)=O.S(Cl)(Cl)=O.ClCCl, predict the reaction product. The product is: [N:7]1[CH:8]=[C:9]([C:11]2[CH:12]=[CH:13][C:14]3[S:19][C:18]4[N:20]=[CH:21][CH:22]=[N:23][C:17]=4[NH:16][C:15]=3[CH:27]=2)[N:1]2[CH:6]=[CH:5][CH:4]=[CH:3][C:2]=12.